This data is from Catalyst prediction with 721,799 reactions and 888 catalyst types from USPTO. The task is: Predict which catalyst facilitates the given reaction. (1) Reactant: [CH2:1]1[N:5]=[C:4]([CH:6]2[CH2:11][CH2:10][CH2:9][N:8]([C:12]([O:14][C:15]([CH3:18])([CH3:17])[CH3:16])=[O:13])[CH2:7]2)[N:3]2[CH2:19][CH2:20][CH2:21][CH:2]12. Product: [CH:1]1[N:5]=[C:4]([CH:6]2[CH2:11][CH2:10][CH2:9][N:8]([C:12]([O:14][C:15]([CH3:18])([CH3:16])[CH3:17])=[O:13])[CH2:7]2)[N:3]2[CH2:19][CH2:20][CH2:21][C:2]=12. The catalyst class is: 11. (2) Reactant: Cl[C:2]1[O:3][C:4]([C:7]2[CH:14]=[CH:13][C:10]([C:11]#[N:12])=[C:9]([F:15])[CH:8]=2)=[CH:5][N:6]=1.[NH2:16][C:17]1[CH:18]=[C:19]([NH:23][S:24]([CH3:27])(=[O:26])=[O:25])[CH:20]=[CH:21][CH:22]=1. Product: [C:11]([C:10]1[CH:13]=[CH:14][C:7]([C:4]2[O:3][C:2]([NH:16][C:17]3[CH:18]=[C:19]([NH:23][S:24]([CH3:27])(=[O:26])=[O:25])[CH:20]=[CH:21][CH:22]=3)=[N:6][CH:5]=2)=[CH:8][C:9]=1[F:15])#[N:12]. The catalyst class is: 41.